Dataset: Catalyst prediction with 721,799 reactions and 888 catalyst types from USPTO. Task: Predict which catalyst facilitates the given reaction. (1) The catalyst class is: 8. Product: [F:1][C:2]1([F:14])[C:10]2[C:5](=[CH:6][CH:7]=[CH:8][CH:9]=2)[CH:4]([OH:11])[C:3]1([CH3:12])[CH3:13]. Reactant: [F:1][C:2]1([F:14])[C:10]2[C:5](=[CH:6][CH:7]=[CH:8][CH:9]=2)[C:4](=[O:11])[C:3]1([CH3:13])[CH3:12].[BH4-].[Na+]. (2) Reactant: [NH4+:1].[Cl:2][CH2:3][CH2:4][CH2:5][CH2:6][C:7]([C:9]1[CH:10]=[CH:11][C:12]([O:19][CH3:20])=[C:13]([S:15](Cl)(=[O:17])=[O:16])[CH:14]=1)=[O:8]. Product: [Cl:2][CH2:3][CH2:4][CH2:5][CH2:6][C:7]([C:9]1[CH:10]=[CH:11][C:12]([O:19][CH3:20])=[C:13]([S:15]([NH2:1])(=[O:17])=[O:16])[CH:14]=1)=[O:8]. The catalyst class is: 7. (3) Reactant: [CH2:1]([N:8]1[CH2:12][C@H:11]2[CH2:13][N:14](C(OC(C)(C)C)=O)[C:15](=[O:16])[C@H:10]2[CH2:9]1)[C:2]1[CH:7]=[CH:6][CH:5]=[CH:4][CH:3]=1.FC(F)(F)C(O)=O. Product: [CH2:1]([N:8]1[CH2:12][C@H:11]2[CH2:13][NH:14][C:15](=[O:16])[C@H:10]2[CH2:9]1)[C:2]1[CH:3]=[CH:4][CH:5]=[CH:6][CH:7]=1. The catalyst class is: 2. (4) Reactant: [CH3:1][O:2][C:3]1[CH:4]=[C:5]([C:11](=O)[CH2:12][C:13]2[CH:18]=[CH:17][N:16]=[C:15]([Cl:19])[N:14]=2)[CH:6]=[C:7]([O:9][CH3:10])[CH:8]=1.C1C(=O)N(Br)C(=O)C1.[C:29]1([NH:35][C:36]([NH2:38])=[S:37])[CH:34]=[CH:33][CH:32]=[CH:31][CH:30]=1. Product: [CH3:1][O:2][C:3]1[CH:4]=[C:5]([C:11]2[N:38]=[C:36]([NH:35][C:29]3[CH:34]=[CH:33][CH:32]=[CH:31][CH:30]=3)[S:37][C:12]=2[C:13]2[CH:18]=[CH:17][N:16]=[C:15]([Cl:19])[N:14]=2)[CH:6]=[C:7]([O:9][CH3:10])[CH:8]=1. The catalyst class is: 2. (5) Reactant: [OH-].[Na+].[NH:3]1[CH2:8][CH2:7][C:6](=[C:9]2[C:18]3[CH:19]=[CH:20][CH:21]=[CH:22][C:17]=3[CH:16]=[CH:15][C:14]3[S:13][C:12]([CH2:23][CH2:24][C:25]([O:27]CC)=[O:26])=[CH:11][C:10]2=3)[CH2:5][CH2:4]1. Product: [NH:3]1[CH2:4][CH2:5][C:6](=[C:9]2[C:18]3[CH:19]=[CH:20][CH:21]=[CH:22][C:17]=3[CH:16]=[CH:15][C:14]3[S:13][C:12]([CH2:23][CH2:24][C:25]([OH:27])=[O:26])=[CH:11][C:10]2=3)[CH2:7][CH2:8]1. The catalyst class is: 8. (6) Reactant: Br[C:2]1[CH:7]=[CH:6][C:5]([S:8]([NH:11][CH:12]2[CH2:15][CH2:14][CH2:13]2)(=[O:10])=[O:9])=[CH:4][C:3]=1[F:16].[C:17]([C:19]1[N:23]([CH3:24])[C:22](B(O)O)=[CH:21][CH:20]=1)#[N:18].[F-].[K+].C(P(C(C)(C)C)C(C)(C)C)(C)(C)C. Product: [C:17]([C:19]1[N:23]([CH3:24])[C:22]([C:2]2[CH:7]=[CH:6][C:5]([S:8]([NH:11][CH:12]3[CH2:15][CH2:14][CH2:13]3)(=[O:10])=[O:9])=[CH:4][C:3]=2[F:16])=[CH:21][CH:20]=1)#[N:18]. The catalyst class is: 110. (7) Reactant: [C:1]([O:5][C:6](=[O:21])[CH2:7][C@@H:8]([CH2:12][CH2:13][CH2:14][C:15]1[CH:20]=[CH:19][CH:18]=[CH:17][CH:16]=1)[C:9]([OH:11])=[O:10])([CH3:4])([CH3:3])[CH3:2]. Product: [C:1]([O:5][C:6](=[O:21])[CH2:7][C@@H:8]([CH2:12][CH2:13][CH2:14][CH:15]1[CH2:16][CH2:17][CH2:18][CH2:19][CH2:20]1)[C:9]([OH:11])=[O:10])([CH3:4])([CH3:2])[CH3:3]. The catalyst class is: 847. (8) Reactant: [CH3:1][Si:2]([CH3:20])([CH3:19])[CH2:3][CH2:4][O:5][C:6](=[O:18])[NH:7][C:8]1[CH:13]=[C:12]([N+:14]([O-])=O)[CH:11]=[CH:10][C:9]=1[F:17]. Product: [CH3:1][Si:2]([CH3:20])([CH3:19])[CH2:3][CH2:4][O:5][C:6](=[O:18])[NH:7][C:8]1[CH:13]=[C:12]([NH2:14])[CH:11]=[CH:10][C:9]=1[F:17]. The catalyst class is: 19. (9) Product: [CH2:10]([O:17][C:18]([N:20]1[CH2:29][CH2:28][C:27]2[C:22](=[CH:23][CH:24]=[CH:25][CH:26]=2)[CH:21]1[C:30]1[CH:35]=[C:34]([F:36])[CH:33]=[CH:32][C:31]=1[O:37][CH2:7][CH2:6][CH2:5][C:4]([OH:9])=[O:3])=[O:19])[C:11]1[CH:16]=[CH:15][CH:14]=[CH:13][CH:12]=1. The catalyst class is: 173. Reactant: C([O:3][C:4](=[O:9])[CH2:5][CH2:6][CH2:7]Br)C.[CH2:10]([O:17][C:18]([N:20]1[CH2:29][CH2:28][C:27]2[C:22](=[CH:23][CH:24]=[CH:25][CH:26]=2)[CH:21]1[C:30]1[CH:35]=[C:34]([F:36])[CH:33]=[CH:32][C:31]=1[OH:37])=[O:19])[C:11]1[CH:16]=[CH:15][CH:14]=[CH:13][CH:12]=1.C([O-])([O-])=O.[K+].[K+]. (10) Reactant: [Cl:1][C:2]1[CH:3]=[N:4][N:5]([C:7]2[C:28]([F:29])=[CH:27][C:10]([O:11][CH2:12][C@@H:13]3[C@@H:18]([NH:19]C(=O)OC(C)(C)C)[CH2:17][CH2:16][O:15][CH2:14]3)=[C:9]([F:30])[CH:8]=2)[CH:6]=1.Cl.CCO. Product: [ClH:1].[Cl:1][C:2]1[CH:3]=[N:4][N:5]([C:7]2[C:28]([F:29])=[CH:27][C:10]([O:11][CH2:12][C@@H:13]3[C@@H:18]([NH2:19])[CH2:17][CH2:16][O:15][CH2:14]3)=[C:9]([F:30])[CH:8]=2)[CH:6]=1. The catalyst class is: 5.